This data is from Full USPTO retrosynthesis dataset with 1.9M reactions from patents (1976-2016). The task is: Predict the reactants needed to synthesize the given product. (1) Given the product [CH3:48][O:49][C:50](=[O:59])[CH:51]([P:53]([O:55][CH3:56])([O:57][CH3:58])=[O:54])[NH:52][C:28](=[O:30])[C:27]1[CH:31]=[CH:32][C:33]([C:35]([NH:37][CH2:38][C:39]2[CH:47]=[C:46]3[C:42]([CH:43]=[CH:44][NH:45]3)=[CH:41][CH:40]=2)=[O:36])=[CH:34][C:26]=1[Cl:25], predict the reactants needed to synthesize it. The reactants are: F[P-](F)(F)(F)(F)F.N1(OC(N(C)C)=[N+](C)C)C2C=CC=CC=2N=N1.[Cl:25][C:26]1[CH:34]=[C:33]([C:35]([NH:37][CH2:38][C:39]2[CH:47]=[C:46]3[C:42]([CH:43]=[CH:44][NH:45]3)=[CH:41][CH:40]=2)=[O:36])[CH:32]=[CH:31][C:27]=1[C:28]([OH:30])=O.[CH3:48][O:49][C:50](=[O:59])[CH:51]([P:53]([O:57][CH3:58])([O:55][CH3:56])=[O:54])[NH2:52].ON1C2C=CC=CC=2N=N1.C(N(C(C)C)CC)(C)C. (2) Given the product [CH3:5][C@@H:4]([C@@H:25]1[C@@:39]2([CH3:40])[CH2:38][CH2:37][CH2:36][C:29](=[O:8])[C@@H:28]2[CH2:27][CH2:26]1)[CH2:3][CH2:2][CH2:14][CH:13]([CH3:23])[CH3:18], predict the reactants needed to synthesize it. The reactants are: [Li][CH2:2][CH2:3][CH2:4][CH3:5].C(OC(=O)C)(=[O:8])C.[C:13]1([CH3:23])[CH:18]=CC(S([O-])(=O)=O)=C[CH:14]=1.[NH+]1[CH:29]=[CH:28][CH:27]=[CH:26][CH:25]=1.[Cr](Cl)([O-])(=O)=O.[NH+]1[CH:40]=[CH:39][CH:38]=[CH:37][CH:36]=1.N1C=CN=C1. (3) The reactants are: [O:1]=[C:2]1[N:6]([CH:7]([CH2:11][C:12]2[CH:17]=[CH:16][CH:15]=[CH:14][CH:13]=2)[C:8]([OH:10])=[O:9])[C:5](=[S:18])[NH:4][CH2:3]1.[Br:19][C:20]1[CH:25]=[CH:24][C:23]([C:26]2[S:30][C:29]([CH:31]=O)=[CH:28][CH:27]=2)=[CH:22][CH:21]=1.N[C@H](C(O)=O)C.CO.C(Cl)Cl. Given the product [Br:19][C:20]1[CH:21]=[CH:22][C:23]([C:26]2[S:30][C:29]([CH:31]=[C:3]3[C:2](=[O:1])[N:6]([CH:7]([CH2:11][C:12]4[CH:17]=[CH:16][CH:15]=[CH:14][CH:13]=4)[C:8]([OH:10])=[O:9])[C:5](=[S:18])[NH:4]3)=[CH:28][CH:27]=2)=[CH:24][CH:25]=1, predict the reactants needed to synthesize it. (4) Given the product [O:48]1[CH2:49][CH2:50][CH2:51][CH:52]=[C:47]1[C:2]1[CH:18]=[CH:17][C:5]([C:6]([NH:8][C:9]2[CH:14]=[CH:13][CH:12]=[C:11]([O:15][CH3:16])[CH:10]=2)=[O:7])=[CH:4][N:3]=1, predict the reactants needed to synthesize it. The reactants are: Cl[C:2]1[CH:18]=[CH:17][C:5]([C:6]([NH:8][C:9]2[CH:14]=[CH:13][CH:12]=[C:11]([O:15][CH3:16])[CH:10]=2)=[O:7])=[CH:4][N:3]=1.O1C=CC=C1P(C1OC=CC=1)C1OC=CC=1.C(N(CC)CC)C.C([Sn](CCCC)(CCCC)[C:47]1[O:48][CH2:49][CH2:50][CH2:51][CH:52]=1)CCC. (5) Given the product [CH3:19][C:16]1([CH3:20])[C:17](=[O:18])[N:13]([C:10]2[CH:11]=[CH:12][C:7]([C:4]([CH3:6])([CH3:5])[C:3]([O:2][CH3:1])=[O:30])=[CH:8][CH:9]=2)[C:14](=[O:29])[N:15]1[CH2:21][C:22]1[CH:27]=[CH:26][N:25]=[C:24]([NH:31][C:32]2[CH:33]=[N:34][CH:35]=[CH:36][CH:37]=2)[CH:23]=1, predict the reactants needed to synthesize it. The reactants are: [CH3:1][O:2][C:3](=[O:30])[C:4]([C:7]1[CH:12]=[CH:11][C:10]([N:13]2[C:17](=[O:18])[C:16]([CH3:20])([CH3:19])[N:15]([CH2:21][C:22]3[CH:27]=[CH:26][N:25]=[C:24](Cl)[CH:23]=3)[C:14]2=[O:29])=[CH:9][CH:8]=1)([CH3:6])[CH3:5].[NH2:31][C:32]1[CH:33]=[N:34][CH:35]=[CH:36][CH:37]=1.CC1(C)C2C=CC(P(C3C=CC=CC=3)C3C=CC=CC=3)=CC=2OC2C1=CC=C(P(C1C=CC=CC=1)C1C=CC=CC=1)C=2.C(=O)([O-])[O-].[Cs+].[Cs+].